Task: Predict the reaction yield, written as a fraction of the theoretical maximum amount of product (1.0 means a 100% yield; for example, 0.34 means a 34% yield).. Dataset: Reaction yield outcomes from USPTO patents with 853,638 reactions The reactants are [Br:1]Br.[NH2:3][C:4]1[CH:11]=[CH:10][C:7]([C:8]#[N:9])=[CH:6][N:5]=1. The catalyst is CC(O)=O. The product is [NH2:3][C:4]1[C:11]([Br:1])=[CH:10][C:7]([C:8]#[N:9])=[CH:6][N:5]=1. The yield is 0.490.